From a dataset of Peptide-MHC class II binding affinity with 134,281 pairs from IEDB. Regression. Given a peptide amino acid sequence and an MHC pseudo amino acid sequence, predict their binding affinity value. This is MHC class II binding data. (1) The peptide sequence is PNTDGIHIGDSSKVT. The MHC is HLA-DPA10103-DPB10201 with pseudo-sequence HLA-DPA10103-DPB10201. The binding affinity (normalized) is 0. (2) The peptide sequence is TEKGMKNVFDDVVPE. The MHC is HLA-DPA10201-DPB11401 with pseudo-sequence HLA-DPA10201-DPB11401. The binding affinity (normalized) is 0. (3) The MHC is HLA-DQA10201-DQB10202 with pseudo-sequence HLA-DQA10201-DQB10202. The binding affinity (normalized) is 0.230. The peptide sequence is ITAMSEVQKVSQPAT. (4) The peptide sequence is GELQIVDKIDAAFQI. The MHC is DRB1_1501 with pseudo-sequence DRB1_1501. The binding affinity (normalized) is 0.440.